From a dataset of Peptide-MHC class II binding affinity with 134,281 pairs from IEDB. Regression. Given a peptide amino acid sequence and an MHC pseudo amino acid sequence, predict their binding affinity value. This is MHC class II binding data. (1) The peptide sequence is KEPIVGAETFYVDGA. The MHC is HLA-DQA10201-DQB10202 with pseudo-sequence HLA-DQA10201-DQB10202. The binding affinity (normalized) is 0.410. (2) The peptide sequence is ELFVAAYVPYVAWLV. The MHC is HLA-DQA10301-DQB10302 with pseudo-sequence HLA-DQA10301-DQB10302. The binding affinity (normalized) is 0.443. (3) The peptide sequence is ETAEGGEIHELLRLQ. The MHC is HLA-DQA10501-DQB10201 with pseudo-sequence HLA-DQA10501-DQB10201. The binding affinity (normalized) is 0.368. (4) The peptide sequence is AVSTAAVAAAPQTTP. The MHC is HLA-DQA10501-DQB10201 with pseudo-sequence HLA-DQA10501-DQB10201. The binding affinity (normalized) is 0.247. (5) The peptide sequence is LIINWLQEALSSASL. The MHC is HLA-DQA10401-DQB10402 with pseudo-sequence HLA-DQA10401-DQB10402. The binding affinity (normalized) is 0.324. (6) The peptide sequence is VGLVVQIDHVRMSTK. The MHC is DRB3_0101 with pseudo-sequence DRB3_0101. The binding affinity (normalized) is 0.564. (7) The peptide sequence is QIDAFIANAGATADS. The MHC is DRB4_0101 with pseudo-sequence DRB4_0103. The binding affinity (normalized) is 0.369. (8) The peptide sequence is QIGNRPGPSRGVQGF. The MHC is DRB1_0901 with pseudo-sequence DRB1_0901. The binding affinity (normalized) is 0. (9) The MHC is DRB1_0701 with pseudo-sequence DRB1_0701. The peptide sequence is FSQPEQEFPQPQ. The binding affinity (normalized) is 0. (10) The binding affinity (normalized) is 0.0378. The MHC is DRB1_0301 with pseudo-sequence DRB1_0301. The peptide sequence is EIVQFLEETFAAYDQ.